Dataset: Reaction yield outcomes from USPTO patents with 853,638 reactions. Task: Predict the reaction yield, written as a fraction of the theoretical maximum amount of product (1.0 means a 100% yield; for example, 0.34 means a 34% yield). (1) The reactants are [CH3:1][O:2][C:3]1[N:8]=[CH:7][C:6]([C:9]2[CH:10]=[C:11]([NH2:14])[NH:12][N:13]=2)=[CH:5][CH:4]=1.[OH-].[K+].[C:17](O[C:17]([O:19][C:20]([CH3:23])([CH3:22])[CH3:21])=[O:18])([O:19][C:20]([CH3:23])([CH3:22])[CH3:21])=[O:18].CCCCC. The catalyst is C(Cl)Cl. The product is [C:20]([O:19][C:17]([N:12]1[C:11]([NH2:14])=[CH:10][C:9]([C:6]2[CH:7]=[N:8][C:3]([O:2][CH3:1])=[CH:4][CH:5]=2)=[N:13]1)=[O:18])([CH3:23])([CH3:22])[CH3:21]. The yield is 0.710. (2) The reactants are [CH2:1]([O:4][C:5]1[CH:10]=[CH:9][C:8]([NH:11]C(=O)C)=[CH:7][CH:6]=1)[C:2]#[CH:3].[OH:15][S:16]([OH:19])(=[O:18])=[O:17]. No catalyst specified. The product is [S:16]([OH:19])([OH:18])(=[O:17])=[O:15].[CH2:1]([O:4][C:5]1[CH:10]=[CH:9][C:8]([NH2:11])=[CH:7][CH:6]=1)[C:2]#[CH:3]. The yield is 0.680. (3) The reactants are O(CC(O)=O)C1C=CC=CC=1.N[C:13]1[CH:14]=[C:15]([CH:19]=[CH:20][N:21]=1)[C:16]([NH2:18])=[O:17].C1CN([P+](ON2N=NC3C=CC=CC2=3)(N2CCCC2)N2CCCC2)CC1.F[P-](F)(F)(F)(F)F.CO. The catalyst is CN(C1C=CN=CC=1)C.CN(C=O)C. The product is [C:16]([NH2:18])(=[O:17])[C:15]1[CH:19]=[CH:20][N:21]=[CH:13][CH:14]=1. The yield is 0.589.